This data is from Reaction yield outcomes from USPTO patents with 853,638 reactions. The task is: Predict the reaction yield, written as a fraction of the theoretical maximum amount of product (1.0 means a 100% yield; for example, 0.34 means a 34% yield). (1) The product is [ClH:35].[ClH:35].[N:1]1[N:2]=[C:3]([C:10]2[CH:19]=[CH:18][C:17]3[C:12](=[C:13]([O:20][CH:21]4[CH2:27][CH2:26][CH2:25][NH:24][CH2:23][CH2:22]4)[CH:14]=[CH:15][CH:16]=3)[N:11]=2)[N:4]2[CH:9]=[CH:8][CH:7]=[CH:6][C:5]=12. The yield is 0.720. The reactants are [N:1]1[N:2]=[C:3]([C:10]2[CH:19]=[CH:18][C:17]3[C:12](=[C:13]([O:20][CH:21]4[CH2:27][CH2:26][CH2:25][N:24](C(OC(C)(C)C)=O)[CH2:23][CH2:22]4)[CH:14]=[CH:15][CH:16]=3)[N:11]=2)[N:4]2[CH:9]=[CH:8][CH:7]=[CH:6][C:5]=12.[ClH:35]. The catalyst is C(Cl)(Cl)Cl. (2) The reactants are [NH2:1][C:2]1[CH:3]=[C:4]([CH:8]2[C:17]([CH3:19])([CH3:18])[CH2:16][C:15]3[C:10](=[CH:11][CH:12]=[C:13]([C:20]([OH:22])=[O:21])[CH:14]=3)[NH:9]2)[CH:5]=[CH:6][CH:7]=1.[CH3:23][CH:24]([S:26](Cl)(=[O:28])=[O:27])[CH3:25].C(OCC)(=O)C. The catalyst is N1C=CC=CC=1. The product is [CH3:19][C:17]1([CH3:18])[CH2:16][C:15]2[C:10](=[CH:11][CH:12]=[C:13]([C:20]([OH:22])=[O:21])[CH:14]=2)[NH:9][CH:8]1[C:4]1[CH:5]=[CH:6][CH:7]=[C:2]([NH:1][S:26]([CH:24]([CH3:25])[CH3:23])(=[O:28])=[O:27])[CH:3]=1. The yield is 0.368.